This data is from NCI-60 drug combinations with 297,098 pairs across 59 cell lines. The task is: Regression. Given two drug SMILES strings and cell line genomic features, predict the synergy score measuring deviation from expected non-interaction effect. (1) Drug 1: CC1=CC=C(C=C1)C2=CC(=NN2C3=CC=C(C=C3)S(=O)(=O)N)C(F)(F)F. Drug 2: C1=NC2=C(N=C(N=C2N1C3C(C(C(O3)CO)O)F)Cl)N. Cell line: COLO 205. Synergy scores: CSS=9.59, Synergy_ZIP=0.631, Synergy_Bliss=0.724, Synergy_Loewe=-34.6, Synergy_HSA=-4.02. (2) Drug 1: CC1=CC2C(CCC3(C2CCC3(C(=O)C)OC(=O)C)C)C4(C1=CC(=O)CC4)C. Drug 2: C(CCl)NC(=O)N(CCCl)N=O. Cell line: A498. Synergy scores: CSS=7.84, Synergy_ZIP=-1.60, Synergy_Bliss=4.01, Synergy_Loewe=2.54, Synergy_HSA=2.99. (3) Drug 1: CC(CN1CC(=O)NC(=O)C1)N2CC(=O)NC(=O)C2. Drug 2: CC1=CC=C(C=C1)C2=CC(=NN2C3=CC=C(C=C3)S(=O)(=O)N)C(F)(F)F. Cell line: MDA-MB-435. Synergy scores: CSS=7.54, Synergy_ZIP=0.0297, Synergy_Bliss=3.63, Synergy_Loewe=0.840, Synergy_HSA=1.13. (4) Drug 1: C1=C(C(=O)NC(=O)N1)N(CCCl)CCCl. Drug 2: C1=CN(C=N1)CC(O)(P(=O)(O)O)P(=O)(O)O. Cell line: NCI-H460. Synergy scores: CSS=11.0, Synergy_ZIP=-12.4, Synergy_Bliss=-15.8, Synergy_Loewe=-27.0, Synergy_HSA=-16.9.